Dataset: Forward reaction prediction with 1.9M reactions from USPTO patents (1976-2016). Task: Predict the product of the given reaction. (1) The product is: [ClH:1].[NH2:44][CH2:43][C@H:40]1[CH2:41][CH2:42][C@H:37]([C:35]([NH:34][C@@H:20]([CH2:19][C:15]2[CH:14]=[C:13]([C:11]3[CH:12]=[C:7]([S:4](=[O:5])(=[O:6])[N:3]([CH3:2])[CH3:53])[CH:8]=[CH:9][C:10]=3[CH3:52])[CH:18]=[CH:17][CH:16]=2)[C:21](=[O:33])[NH:22][C:23]2[CH:31]=[C:30]3[C:26]([C:27](=[O:32])[NH:28][NH:29]3)=[CH:25][CH:24]=2)=[O:36])[CH2:38][CH2:39]1. Given the reactants [ClH:1].[CH3:2][N:3]([CH3:53])[S:4]([C:7]1[CH:8]=[CH:9][C:10]([CH3:52])=[C:11]([C:13]2[CH:18]=[CH:17][CH:16]=[C:15]([CH2:19][C@H:20]([NH:34][C:35]([C@H:37]3[CH2:42][CH2:41][C@H:40]([CH2:43][NH:44]C(=O)OC(C)(C)C)[CH2:39][CH2:38]3)=[O:36])[C:21](=[O:33])[NH:22][C:23]3[CH:31]=[C:30]4[C:26]([C:27](=[O:32])[NH:28][NH:29]4)=[CH:25][CH:24]=3)[CH:14]=2)[CH:12]=1)(=[O:6])=[O:5], predict the reaction product. (2) Given the reactants C[O:2][C:3]1[CH:12]=[C:11]2[C:6]([CH:7]=[C:8]([C:14]3[CH:19]=[CH:18][C:17]([O:20]C)=[CH:16][CH:15]=3)[NH:9][C:10]2=[O:13])=[CH:5][CH:4]=1, predict the reaction product. The product is: [OH:2][C:3]1[CH:12]=[C:11]2[C:6]([CH:7]=[C:8]([C:14]3[CH:19]=[CH:18][C:17]([OH:20])=[CH:16][CH:15]=3)[NH:9][C:10]2=[O:13])=[CH:5][CH:4]=1. (3) The product is: [CH3:22][C:21]([S:19]([NH:18][C:3]([C:4]1[CH:5]=[CH:6][C:7]([O:10][CH2:11][CH2:12][CH2:13][C:14]([F:17])([F:16])[F:15])=[CH:8][CH:9]=1)([C:2]([F:1])([F:33])[C:25](=[O:32])[N:26]1[CH2:27][CH2:28][CH2:29][CH2:30][CH2:31]1)[C:38]([F:41])([F:40])[F:39])=[O:20])([CH3:24])[CH3:23]. Given the reactants [F:1][C:2]([F:33])([C:25](=[O:32])[N:26]1[CH2:31][CH2:30][CH2:29][CH2:28][CH2:27]1)[C:3](=[N:18][S:19]([C:21]([CH3:24])([CH3:23])[CH3:22])=[O:20])[C:4]1[CH:9]=[CH:8][C:7]([O:10][CH2:11][CH2:12][CH2:13][C:14]([F:17])([F:16])[F:15])=[CH:6][CH:5]=1.[Si]([C:38]([F:41])([F:40])[F:39])(C)(C)C, predict the reaction product. (4) Given the reactants [N:1]1[CH:6]=[CH:5][CH:4]=[CH:3][C:2]=1[C:7]1[NH:11][C:10]2[CH:12]=[CH:13][CH:14]=[CH:15][C:9]=2[N:8]=1.Br[CH2:17][C:18]1[CH:37]=[CH:36][C:21]2/[C:22](=[C:32](/[CH3:35])\[C:33]#[N:34])/[C:23]3[CH:30]=[CH:29][C:28]([F:31])=[CH:27][C:24]=3[O:25][CH2:26][C:20]=2[CH:19]=1, predict the reaction product. The product is: [F:31][C:28]1[CH:29]=[CH:30][C:23]2=[C:24]([CH:27]=1)[O:25][CH2:26][C:20]1[CH:19]=[C:18]([CH2:17][N:11]3[C:10]4[CH:12]=[CH:13][CH:14]=[CH:15][C:9]=4[N:8]=[C:7]3[C:2]3[CH:3]=[CH:4][CH:5]=[CH:6][N:1]=3)[CH:37]=[CH:36][C:21]=1/[C:22]/2=[C:32](/[CH3:35])\[C:33]#[N:34]. (5) Given the reactants Cl[C:2]1[C:3]([NH2:9])=[N:4][CH:5]=[N:6][C:7]=1Cl.[OH:10][CH:11]1[CH2:24][C:13]2([CH2:16][N:15]([C:17]([O:19]C(C)(C)C)=O)[CH2:14]2)[CH2:12]1.[O:25]([C:32]1[CH:37]=[CH:36][C:35](B(O)O)=[CH:34][CH:33]=1)[C:26]1[CH:31]=[CH:30][CH:29]=[CH:28][CH:27]=1.Cl.[CH3:42][N:43]([CH3:50])[CH2:44]/[CH:45]=[CH:46]/C(O)=O, predict the reaction product. The product is: [NH2:9][C:3]1[N:4]=[CH:5][N:6]=[C:7]([O:10][CH:11]2[CH2:12][C:13]3([CH2:14][N:15]([C:17](=[O:19])/[CH:46]=[CH:45]/[CH2:44][N:43]([CH3:50])[CH3:42])[CH2:16]3)[CH2:24]2)[C:2]=1[C:29]1[CH:30]=[CH:31][C:26]([O:25][C:32]2[CH:37]=[CH:36][CH:35]=[CH:34][CH:33]=2)=[CH:27][CH:28]=1. (6) Given the reactants [Cl-].O[NH3+].[C:4](=[O:7])([O-])[OH:5].[Na+].[CH2:9]([C:11]1[S:49][C:14]2[N:15]([CH2:33][C:34]3[CH:39]=[CH:38][C:37]([C:40]4[C:41]([C:46]#[N:47])=[CH:42][CH:43]=[CH:44][CH:45]=4)=[CH:36][C:35]=3[F:48])[C:16](=[O:32])[N:17]([CH2:20][C:21]([C:23]3[CH:28]=[CH:27][C:26]([O:29][CH3:30])=[C:25]([F:31])[CH:24]=3)=[O:22])[C:18](=[O:19])[C:13]=2[CH:12]=1)[CH3:10].[N:50]12CCCN=C1CCCCC2, predict the reaction product. The product is: [CH2:9]([C:11]1[S:49][C:14]2[N:15]([CH2:33][C:34]3[CH:39]=[CH:38][C:37]([C:40]4[CH:45]=[CH:44][CH:43]=[CH:42][C:41]=4[C:46]4[NH:50][C:4](=[O:7])[O:5][N:47]=4)=[CH:36][C:35]=3[F:48])[C:16](=[O:32])[N:17]([CH2:20][C:21]([C:23]3[CH:28]=[CH:27][C:26]([O:29][CH3:30])=[C:25]([F:31])[CH:24]=3)=[O:22])[C:18](=[O:19])[C:13]=2[CH:12]=1)[CH3:10]. (7) Given the reactants [S:1](Cl)([C:4]1[CH:10]=[CH:9][C:7]([CH3:8])=[CH:6][CH:5]=1)(=[O:3])=[O:2].[F:12][C:13]1[CH:19]=[CH:18][C:16]([NH2:17])=[CH:15][C:14]=1[N+:20]([O-:22])=[O:21].N1C=CC=CC=1.[Cl-].[Na+], predict the reaction product. The product is: [F:12][C:13]1[CH:19]=[CH:18][C:16]([NH:17][S:1]([C:4]2[CH:10]=[CH:9][C:7]([CH3:8])=[CH:6][CH:5]=2)(=[O:3])=[O:2])=[CH:15][C:14]=1[N+:20]([O-:22])=[O:21].